This data is from HIV replication inhibition screening data with 41,000+ compounds from the AIDS Antiviral Screen. The task is: Binary Classification. Given a drug SMILES string, predict its activity (active/inactive) in a high-throughput screening assay against a specified biological target. (1) The compound is CCOC(=O)c1sc(SSc2sc(C(=O)OCC)c(C)c2[N+](=O)[O-])c([N+](=O)[O-])c1C. The result is 0 (inactive). (2) The molecule is Cc1cccc2ns[s+]c12.[Cl-]. The result is 0 (inactive). (3) The molecule is OC12c3ccccc3C1CCCCC2N1CCOCC1. The result is 0 (inactive). (4) The molecule is CCN(CC)CCC=C1c2ccccc2Sc2ccc(Cl)cc21. The result is 0 (inactive).